Dataset: Forward reaction prediction with 1.9M reactions from USPTO patents (1976-2016). Task: Predict the product of the given reaction. (1) Given the reactants [F:1][C:2]1[CH:7]=[CH:6][C:5]([NH:8][C:9]2[S:10][CH:11]=[CH:12][N:13]=2)=[CH:4][CH:3]=1.Cl[CH2:15][CH2:16][CH2:17][OH:18], predict the reaction product. The product is: [F:1][C:2]1[CH:3]=[CH:4][C:5]([N:8]([C:9]2[S:10][CH:11]=[CH:12][N:13]=2)[CH2:15][CH2:16][CH2:17][OH:18])=[CH:6][CH:7]=1. (2) Given the reactants ClC1C(C(O)C)=CC=CN=1.NN.CC1C2C(=NC=CC=2)NN=1.[NH:23]1[C:27]2=[N:28][CH:29]=[CH:30][CH:31]=[C:26]2[C:25]([C:32]([O:34][CH3:35])=[O:33])=[N:24]1.[Br:36]Br, predict the reaction product. The product is: [Br:36][C:30]1[CH:31]=[C:26]2[C:25]([C:32]([O:34][CH3:35])=[O:33])=[N:24][NH:23][C:27]2=[N:28][CH:29]=1. (3) Given the reactants [CH2:1]([O:3][C@@H:4]([CH2:10][C:11]1[CH:16]=[CH:15][C:14]([OH:17])=[CH:13][CH:12]=1)[C:5]([O:7][CH2:8][CH3:9])=[O:6])[CH3:2].[CH3:18][O:19][C:20]1[CH:25]=[CH:24][N:23]=[C:22]([CH2:26]O)[CH:21]=1.C(P(CCCC)CCCC)CCC.N(C(OC(C)C)=O)=NC(OC(C)C)=O, predict the reaction product. The product is: [CH2:1]([O:3][C@@H:4]([CH2:10][C:11]1[CH:12]=[CH:13][C:14]([O:17][CH2:26][C:22]2[CH:21]=[C:20]([O:19][CH3:18])[CH:25]=[CH:24][N:23]=2)=[CH:15][CH:16]=1)[C:5]([O:7][CH2:8][CH3:9])=[O:6])[CH3:2]. (4) The product is: [C:12]([O:11][C@@H:10]1[C@@H:9]([O:15][C:16](=[O:18])[CH3:17])[C@H:8]([C:19]2[CH:24]=[CH:23][C:22]([CH:25]3[CH2:27][CH2:26]3)=[C:21]([CH2:28][C:29]3[CH:38]=[CH:37][C:32]4[O:33][CH2:34][CH2:35][O:36][C:31]=4[CH:30]=3)[CH:20]=2)[O:7][CH:6]([S:45][CH3:44])[C@H:5]1[O:4][C:1](=[O:3])[CH3:2])(=[O:14])[CH3:13]. Given the reactants [C:1]([O:4][C@H:5]1[C@H:10]([O:11][C:12](=[O:14])[CH3:13])[C@@H:9]([O:15][C:16](=[O:18])[CH3:17])[C@H:8]([C:19]2[CH:24]=[CH:23][C:22]([CH:25]3[CH2:27][CH2:26]3)=[C:21]([CH2:28][C:29]3[CH:38]=[CH:37][C:32]4[O:33][CH2:34][CH2:35][O:36][C:31]=4[CH:30]=3)[CH:20]=2)[O:7][CH:6]1OC(=O)C)(=[O:3])[CH3:2].N[C:44](N)=[S:45].FC(F)(F)S(O[Si](C)(C)C)(=O)=O.CI.C(N(C(C)C)CC)(C)C, predict the reaction product.